This data is from Peptide-MHC class I binding affinity with 185,985 pairs from IEDB/IMGT. The task is: Regression. Given a peptide amino acid sequence and an MHC pseudo amino acid sequence, predict their binding affinity value. This is MHC class I binding data. (1) The peptide sequence is RVFVLGSL. The MHC is H-2-Kb with pseudo-sequence H-2-Kb. The binding affinity (normalized) is 0.698. (2) The peptide sequence is STNTGNLKF. The MHC is HLA-A01:01 with pseudo-sequence HLA-A01:01. The binding affinity (normalized) is 0.227. (3) The peptide sequence is KKPRNFPMA. The MHC is Mamu-B08 with pseudo-sequence Mamu-B08. The binding affinity (normalized) is 0.351. (4) The peptide sequence is DELVDPINY. The MHC is HLA-B45:01 with pseudo-sequence HLA-B45:01. The binding affinity (normalized) is 0.0440. (5) The peptide sequence is AALSSLAKH. The MHC is HLA-A02:01 with pseudo-sequence HLA-A02:01. The binding affinity (normalized) is 0. (6) The peptide sequence is KSFNHVLKRK. The MHC is HLA-A03:01 with pseudo-sequence HLA-A03:01. The binding affinity (normalized) is 0.999.